From a dataset of CYP2C19 inhibition data for predicting drug metabolism from PubChem BioAssay. Regression/Classification. Given a drug SMILES string, predict its absorption, distribution, metabolism, or excretion properties. Task type varies by dataset: regression for continuous measurements (e.g., permeability, clearance, half-life) or binary classification for categorical outcomes (e.g., BBB penetration, CYP inhibition). Dataset: cyp2c19_veith. (1) The molecule is O[C@H](CNc1ccccn1)c1ccccc1. The result is 0 (non-inhibitor). (2) The drug is COC(=O)[C@@]1(Cc2ccc(F)cc2)[C@H]2c3cc(C(=O)N4CCCC4)n(Cc4cc(F)cc5c4OCOC5)c3C[C@H]2CN1C(=O)c1ccccc1. The result is 1 (inhibitor). (3) The compound is O=C(CCN1CCCCC1)c1csc2ccccc12. The result is 0 (non-inhibitor). (4) The molecule is C[C@H](NCCN(C)C)[C@@H]1CC[C@@H]2[C@H]3CCc4cc(O)ccc4[C@H]3CC[C@@]12C. The result is 0 (non-inhibitor). (5) The drug is CC1(C)N=C(N)N=C(N)N1c1cccc(CSc2ccccc2)c1. The result is 0 (non-inhibitor).